Dataset: Reaction yield outcomes from USPTO patents with 853,638 reactions. Task: Predict the reaction yield, written as a fraction of the theoretical maximum amount of product (1.0 means a 100% yield; for example, 0.34 means a 34% yield). (1) The reactants are [CH:1]([NH:4][C:5]1[C:10]2[C:11]([C:33]3[CH:38]=[CH:37][CH:36]=[CH:35][N:34]=3)=[N:12][N:13](C(C3C=CC=CC=3)(C3C=CC=CC=3)C3C=CC=CC=3)[C:9]=2[CH:8]=[CH:7][N:6]=1)([CH3:3])[CH3:2].C(NC1C2C([Sn](C)(C)C)=NN(C(C3C=CC=CC=3)(C3C=CC=CC=3)C3C=CC=CC=3)C=2C=CN=1)(C)C.BrC1C=CC=CN=1.[Li+].[Cl-]. The catalyst is [Cu]I.C1C=CC([P]([Pd]([P](C2C=CC=CC=2)(C2C=CC=CC=2)C2C=CC=CC=2)([P](C2C=CC=CC=2)(C2C=CC=CC=2)C2C=CC=CC=2)[P](C2C=CC=CC=2)(C2C=CC=CC=2)C2C=CC=CC=2)(C2C=CC=CC=2)C2C=CC=CC=2)=CC=1.C1COCC1. The product is [CH:1]([NH:4][C:5]1[C:10]2[C:11]([C:33]3[CH:38]=[CH:37][CH:36]=[CH:35][N:34]=3)=[N:12][NH:13][C:9]=2[CH:8]=[CH:7][N:6]=1)([CH3:3])[CH3:2]. The yield is 0.760. (2) The reactants are [F:1][C:2]1[S:6][C:5]([N:7]([CH3:20])[CH:8]2[CH2:12][CH2:11][N:10](C(OC(C)(C)C)=O)[CH2:9]2)=[N:4][CH:3]=1.[C:21]([OH:27])([C:23]([F:26])([F:25])[F:24])=[O:22]. The catalyst is C(Cl)Cl. The product is [F:24][C:23]([F:26])([F:25])[C:21]([OH:27])=[O:22].[F:1][C:2]1[S:6][C:5]([N:7]([CH3:20])[CH:8]2[CH2:12][CH2:11][NH:10][CH2:9]2)=[N:4][CH:3]=1. The yield is 0.990. (3) The reactants are Cl[CH:2]([CH2:12][C:13]1[CH:14]=[C:15]2[C:20](=[CH:21][CH:22]=1)[N:19]=[CH:18][CH:17]=[CH:16]2)[CH:3]([N:5]1[C:9](=O)CCC1=O)O.[Br:23][C:24]1[CH:29]=[CH:28][C:27]([C:30]2[N:35]=[N:34]C(N)=[N:32][CH:31]=2)=[CH:26][C:25]=1[F:37]. The catalyst is C(O)CCC. The product is [Br:23][C:24]1[CH:29]=[CH:28][C:27]([C:30]2[CH:31]=[N:32][C:9]3[N:34]([C:2]([CH2:12][C:13]4[CH:14]=[C:15]5[C:20](=[CH:21][CH:22]=4)[N:19]=[CH:18][CH:17]=[CH:16]5)=[CH:3][N:5]=3)[N:35]=2)=[CH:26][C:25]=1[F:37]. The yield is 0.0670. (4) The reactants are Br[CH:2]([C:6]1[CH:11]=[CH:10][CH:9]=[CH:8][CH:7]=1)[C:3]([OH:5])=[O:4].[NH2:12][C:13]1[CH:14]=[C:15]([CH:22]=[CH:23][CH:24]=1)[C:16]([O:18][CH2:19][CH:20]=[CH2:21])=[O:17].CCN(C(C)C)C(C)C. The catalyst is C(#N)C. The product is [CH2:19]([O:18][C:16]([C:15]1[CH:14]=[C:13]([NH:12][CH:2]([C:6]2[CH:11]=[CH:10][CH:9]=[CH:8][CH:7]=2)[C:3]([OH:5])=[O:4])[CH:24]=[CH:23][CH:22]=1)=[O:17])[CH:20]=[CH2:21]. The yield is 0.980. (5) The reactants are [H-].[Na+].[O:3]=[C:4]([CH2:11][CH2:12][CH3:13])[CH2:5][C:6]([O:8][CH2:9][CH3:10])=[O:7].Br[CH2:15][C:16]1[CH:21]=[CH:20][C:19]([C:22]2[C:23]([C:28]#[N:29])=[CH:24][CH:25]=[CH:26][CH:27]=2)=[C:18]([CH3:30])[CH:17]=1.Cl. The catalyst is O1CCCC1. The product is [C:28]([C:23]1[CH:24]=[CH:25][CH:26]=[CH:27][C:22]=1[C:19]1[CH:20]=[CH:21][C:16]([CH2:15][CH:5]([C:4](=[O:3])[CH2:11][CH2:12][CH3:13])[C:6]([O:8][CH2:9][CH3:10])=[O:7])=[CH:17][C:18]=1[CH3:30])#[N:29]. The yield is 0.700. (6) The reactants are C(=O)([O-])O.[Na+].O.[F:7][C:8]1[CH:13]=[CH:12][C:11]([CH:14]2[CH2:19][CH2:18][NH:17][CH2:16][CH:15]2[CH2:20][OH:21])=[CH:10][CH:9]=1.[C:22](O[C:22]([O:24][C:25]([CH3:28])([CH3:27])[CH3:26])=[O:23])([O:24][C:25]([CH3:28])([CH3:27])[CH3:26])=[O:23]. The catalyst is O1CCOCC1. The product is [F:7][C:8]1[CH:13]=[CH:12][C:11]([CH:14]2[CH2:19][CH2:18][N:17]([C:22]([O:24][C:25]([CH3:28])([CH3:27])[CH3:26])=[O:23])[CH2:16][CH:15]2[CH2:20][OH:21])=[CH:10][CH:9]=1. The yield is 0.970. (7) The reactants are C(O)(C(F)(F)F)=O.[Cl:8][C:9]1[CH:14]=[CH:13][C:12]([C:15]([F:18])([F:17])[F:16])=[CH:11][C:10]=1[C:19]([NH:23][CH2:24][CH:25](OCC)OCC)=[CH:20][C:21]#[N:22]. No catalyst specified. The product is [Cl:8][C:9]1[CH:14]=[CH:13][C:12]([C:15]([F:16])([F:17])[F:18])=[CH:11][C:10]=1[C:19]1[NH:23][CH:24]=[CH:25][C:20]=1[C:21]#[N:22]. The yield is 0.450. (8) The reactants are CC1(C)[O:9][C:8](=[O:10])[C:5]2([CH2:7][CH2:6]2)[C:4](=[O:11])O1.[CH2:13]([C:15]1[CH:16]=[C:17]([CH:19]=[CH:20][CH:21]=1)[NH2:18])[CH3:14]. The catalyst is C(O)C. The product is [CH2:13]([C:15]1[CH:16]=[C:17]([N:18]2[CH2:6][CH2:7][CH:5]([C:8]([OH:9])=[O:10])[C:4]2=[O:11])[CH:19]=[CH:20][CH:21]=1)[CH3:14]. The yield is 0.350. (9) The reactants are [CH3:1][CH2:2][O:3][C:4]([C:6]1[N:7](C(OC(C)(C)C)=O)[C:8]2[C:13]([CH:14]=1)=[CH:12][C:11]([Cl:15])=[CH:10][C:9]=2[CH2:16]Br)=[O:5].[CH3:25][NH:26][CH3:27]. The catalyst is C1COCC1. The product is [CH2:2]([O:3][C:4]([C:6]1[NH:7][C:8]2[C:13]([CH:14]=1)=[CH:12][C:11]([Cl:15])=[CH:10][C:9]=2[CH2:16][N:26]([CH3:27])[CH3:25])=[O:5])[CH3:1]. The yield is 0.500. (10) The reactants are C1C=CC(P(C2C=CC=CC=2)C2C=CC=CC=2)=CC=1.N1C=CN=C1.BrBr.[CH3:27][C:28]1[CH:29]=[C:30]([CH:38]=[C:39]([CH3:41])[CH:40]=1)[O:31][CH2:32][C:33]([O:35]CC)=[O:34]. The yield is 0.400. The catalyst is C(Cl)Cl. The product is [CH3:27][C:28]1[CH:29]=[C:30]([CH:38]=[C:39]([CH3:41])[CH:40]=1)[O:31][CH2:32][C:33]([OH:35])=[O:34].